Predict which catalyst facilitates the given reaction. From a dataset of Catalyst prediction with 721,799 reactions and 888 catalyst types from USPTO. Reactant: [Br:1][C:2]1[CH:3]=[C:4]([CH:8]2[CH2:13][CH2:12][NH:11][CH2:10][CH2:9]2)[CH:5]=[CH:6][CH:7]=1.Br[CH2:15][CH2:16][OH:17].C(=O)([O-])[O-].[K+].[K+]. Product: [Br:1][C:2]1[CH:3]=[C:4]([CH:8]2[CH2:13][CH2:12][N:11]([CH2:15][CH2:16][OH:17])[CH2:10][CH2:9]2)[CH:5]=[CH:6][CH:7]=1. The catalyst class is: 3.